Dataset: Full USPTO retrosynthesis dataset with 1.9M reactions from patents (1976-2016). Task: Predict the reactants needed to synthesize the given product. Given the product [OH:1][CH2:2][C:3]([CH3:33])([CH3:32])[CH2:4][NH:5][C:6]([C:8]1[C:16]2[C:11](=[N:12][CH:13]=[C:14]([N:17]3[CH2:21][CH2:20][C:19]([CH3:23])([CH3:22])[CH2:18]3)[N:15]=2)[NH:10][CH:9]=1)=[O:7], predict the reactants needed to synthesize it. The reactants are: [OH:1][CH2:2][C:3]([CH3:33])([CH3:32])[CH2:4][NH:5][C:6]([C:8]1[C:16]2[C:11](=[N:12][CH:13]=[C:14]([N:17]3[CH2:21][CH2:20][C:19]([CH3:23])([CH3:22])[CH2:18]3)[N:15]=2)[N:10](COCC[Si](C)(C)C)[CH:9]=1)=[O:7].Cl.C(=O)(O)[O-].[Na+].C([O-])(=O)C.[Na+].